Dataset: NCI-60 drug combinations with 297,098 pairs across 59 cell lines. Task: Regression. Given two drug SMILES strings and cell line genomic features, predict the synergy score measuring deviation from expected non-interaction effect. (1) Drug 1: CC1=C(C(CCC1)(C)C)C=CC(=CC=CC(=CC(=O)O)C)C. Drug 2: C1=NNC2=C1C(=O)NC=N2. Cell line: UACC62. Synergy scores: CSS=4.94, Synergy_ZIP=-4.49, Synergy_Bliss=-6.29, Synergy_Loewe=2.59, Synergy_HSA=-3.93. (2) Drug 1: C1CCN(CC1)CCOC2=CC=C(C=C2)C(=O)C3=C(SC4=C3C=CC(=C4)O)C5=CC=C(C=C5)O. Drug 2: COC1=C2C(=CC3=C1OC=C3)C=CC(=O)O2. Cell line: NCI-H322M. Synergy scores: CSS=-1.47, Synergy_ZIP=0.448, Synergy_Bliss=-1.74, Synergy_Loewe=-3.25, Synergy_HSA=-3.37. (3) Drug 1: C1=NC2=C(N=C(N=C2N1C3C(C(C(O3)CO)O)F)Cl)N. Drug 2: CS(=O)(=O)OCCCCOS(=O)(=O)C. Cell line: MOLT-4. Synergy scores: CSS=35.9, Synergy_ZIP=0.525, Synergy_Bliss=-0.0324, Synergy_Loewe=-2.95, Synergy_HSA=-0.505. (4) Drug 1: CC1=CC=C(C=C1)C2=CC(=NN2C3=CC=C(C=C3)S(=O)(=O)N)C(F)(F)F. Drug 2: CCC(=C(C1=CC=CC=C1)C2=CC=C(C=C2)OCCN(C)C)C3=CC=CC=C3.C(C(=O)O)C(CC(=O)O)(C(=O)O)O. Cell line: NCI-H322M. Synergy scores: CSS=0.682, Synergy_ZIP=0.546, Synergy_Bliss=1.42, Synergy_Loewe=0.716, Synergy_HSA=-1.85. (5) Drug 1: CN(C(=O)NC(C=O)C(C(C(CO)O)O)O)N=O. Drug 2: CC1=C(C(=O)C2=C(C1=O)N3CC4C(C3(C2COC(=O)N)OC)N4)N. Cell line: SNB-75. Synergy scores: CSS=16.9, Synergy_ZIP=-1.40, Synergy_Bliss=-0.793, Synergy_Loewe=-2.57, Synergy_HSA=0.631. (6) Drug 1: CC1=C2C(C(=O)C3(C(CC4C(C3C(C(C2(C)C)(CC1OC(=O)C(C(C5=CC=CC=C5)NC(=O)OC(C)(C)C)O)O)OC(=O)C6=CC=CC=C6)(CO4)OC(=O)C)O)C)O. Drug 2: CCN(CC)CCNC(=O)C1=C(NC(=C1C)C=C2C3=C(C=CC(=C3)F)NC2=O)C. Cell line: UACC62. Synergy scores: CSS=19.5, Synergy_ZIP=4.80, Synergy_Bliss=7.39, Synergy_Loewe=8.10, Synergy_HSA=8.58. (7) Drug 1: CC(CN1CC(=O)NC(=O)C1)N2CC(=O)NC(=O)C2. Drug 2: CC12CCC3C(C1CCC2OP(=O)(O)O)CCC4=C3C=CC(=C4)OC(=O)N(CCCl)CCCl.[Na+]. Cell line: LOX IMVI. Synergy scores: CSS=26.9, Synergy_ZIP=-10.7, Synergy_Bliss=-7.64, Synergy_Loewe=-3.10, Synergy_HSA=-2.65.